The task is: Predict which catalyst facilitates the given reaction.. This data is from Catalyst prediction with 721,799 reactions and 888 catalyst types from USPTO. Reactant: [CH2:1]([O:8][C:9]1[C:18]([O:19][CH3:20])=[CH:17][CH:16]=[C:15]2[C:10]=1[CH2:11][CH2:12][N:13]1[CH2:24][CH:23]([C:25]3[CH:26]=[C:27]([CH3:31])[CH:28]=[CH:29][CH:30]=3)[C:22](=[N:32]O)[CH2:21][CH:14]12)[C:2]1[CH:7]=[CH:6][CH:5]=[CH:4][CH:3]=1.C1COCC1.[NH4+].[OH-]. Product: [CH2:1]([O:8][C:9]1[C:18]([O:19][CH3:20])=[CH:17][CH:16]=[C:15]2[C:10]=1[CH2:11][CH2:12][N:13]1[CH2:24][CH:23]([C:25]3[CH:26]=[C:27]([CH3:31])[CH:28]=[CH:29][CH:30]=3)[CH:22]([NH2:32])[CH2:21][CH:14]12)[C:2]1[CH:7]=[CH:6][CH:5]=[CH:4][CH:3]=1. The catalyst class is: 94.